Predict the product of the given reaction. From a dataset of Forward reaction prediction with 1.9M reactions from USPTO patents (1976-2016). Given the reactants C(OC(=O)[NH:7][C:8]1[CH:13]=[C:12]([NH:14][CH2:15][CH:16]([CH3:18])[CH3:17])[C:11]([C:19]([F:22])([F:21])[F:20])=[CH:10][C:9]=1[NH:23][C:24](=[O:39])[CH2:25][C:26]([C:28]1[CH:33]=[CH:32][CH:31]=[C:30]([N:34]2[CH:38]=[CH:37][N:36]=[CH:35]2)[CH:29]=1)=O)(C)(C)C.C(O)(C(F)(F)F)=O, predict the reaction product. The product is: [N:34]1([C:30]2[CH:29]=[C:28]([C:26]3[CH2:25][C:24](=[O:39])[NH:23][C:9]4[CH:10]=[C:11]([C:19]([F:20])([F:21])[F:22])[C:12]([NH:14][CH2:15][CH:16]([CH3:17])[CH3:18])=[CH:13][C:8]=4[N:7]=3)[CH:33]=[CH:32][CH:31]=2)[CH:38]=[CH:37][N:36]=[CH:35]1.